Predict the reactants needed to synthesize the given product. From a dataset of Full USPTO retrosynthesis dataset with 1.9M reactions from patents (1976-2016). (1) Given the product [ClH:37].[C:1]1([N:7]([CH2:30][CH2:31][C:32]([O:34][CH3:35])=[O:33])[C:8]([C:10]2[CH:29]=[CH:28][C:13]3[N:14]([CH3:27])[C:15]([CH2:17][NH:18][C:19]4[CH:20]=[CH:21][C:22]([C:25](=[NH:26])[NH2:44])=[CH:23][CH:24]=4)=[N:16][C:12]=3[CH:11]=2)=[O:9])[CH:2]=[CH:3][CH:4]=[CH:5][CH:6]=1, predict the reactants needed to synthesize it. The reactants are: [C:1]1([N:7]([CH2:30][CH2:31][C:32]([O:34][CH2:35]C)=[O:33])[C:8]([C:10]2[CH:29]=[CH:28][C:13]3[N:14]([CH3:27])[C:15]([CH2:17][NH:18][C:19]4[CH:24]=[CH:23][C:22]([C:25]#[N:26])=[CH:21][CH:20]=4)=[N:16][C:12]=3[CH:11]=2)=[O:9])[CH:6]=[CH:5][CH:4]=[CH:3][CH:2]=1.[ClH:37].CO.C(=O)([O-])[O-].[NH4+:44].[NH4+]. (2) Given the product [N+:13]([C:6]1[CH:5]=[C:4]2[C:9]([C:10]([C:11]#[N:12])=[C:2]([N:1]3[CH:18]=[CH:22][CH:21]=[CH:20]3)[NH:3]2)=[CH:8][CH:7]=1)([O-:15])=[O:14], predict the reactants needed to synthesize it. The reactants are: [NH2:1][C:2]1[NH:3][C:4]2[C:9]([C:10]=1[C:11]#[N:12])=[CH:8][CH:7]=[C:6]([N+:13]([O-:15])=[O:14])[CH:5]=2.CO[CH:18]1[CH2:22][CH2:21][CH:20](OC)O1.C(=O)(O)[O-].[Na+].C(=O)=O. (3) Given the product [C:3]([O:7][C:8](=[O:21])[NH:9][CH2:10][CH2:11][CH2:12][N:13]([C:15]1[S:19][N:18]=[C:17]([N:22]2[CH:26]=[CH:25][N:24]=[CH:23]2)[N:16]=1)[CH3:14])([CH3:6])([CH3:5])[CH3:4], predict the reactants needed to synthesize it. The reactants are: [H-].[Na+].[C:3]([O:7][C:8](=[O:21])[NH:9][CH2:10][CH2:11][CH2:12][N:13]([C:15]1[S:19][N:18]=[C:17](Cl)[N:16]=1)[CH3:14])([CH3:6])([CH3:5])[CH3:4].[NH:22]1[CH:26]=[CH:25][N:24]=[CH:23]1. (4) Given the product [Br:8][C:16]1[S:17][C:13]2[CH:12]=[C:11]([O:10][CH3:9])[C:20]([CH3:21])=[CH:19][C:14]=2[N:15]=1, predict the reactants needed to synthesize it. The reactants are: C(ON=O)(C)(C)C.[Br-:8].[CH3:9][O:10][C:11]1[C:20]([CH3:21])=[CH:19][C:14]2[N:15]=[C:16](N)[S:17][C:13]=2[CH:12]=1. (5) Given the product [CH3:1][S:2]([CH:5]([CH2:16][CH:15]=[CH2:14])[C:6]#[N:7])(=[O:4])=[O:3], predict the reactants needed to synthesize it. The reactants are: [CH3:1][S:2]([CH2:5][C:6]#[N:7])(=[O:4])=[O:3].C(=O)([O-])[O-].[Cs+].[Cs+].[CH2:14](Br)[CH:15]=[CH2:16]. (6) Given the product [C:1]([O:5][C:6]([NH:8][CH2:9][C:10]1[NH:20][CH:22]=[CH:23][C:11]=1[C:12]([O:14][C:15]([CH3:18])([CH3:17])[CH3:16])=[O:13])=[O:7])([CH3:4])([CH3:3])[CH3:2], predict the reactants needed to synthesize it. The reactants are: [C:1]([O:5][C:6]([NH:8][CH2:9][C:10](=O)[CH2:11][C:12]([O:14][C:15]([CH3:18])([CH3:17])[CH3:16])=[O:13])=[O:7])([CH3:4])([CH3:3])[CH3:2].[NH3:20].Cl[CH2:22][CH:23]=O.O.